From a dataset of NCI-60 drug combinations with 297,098 pairs across 59 cell lines. Regression. Given two drug SMILES strings and cell line genomic features, predict the synergy score measuring deviation from expected non-interaction effect. (1) Drug 1: C1=CC(=CC=C1CC(C(=O)O)N)N(CCCl)CCCl.Cl. Drug 2: CC1=C(C=C(C=C1)NC(=O)C2=CC=C(C=C2)CN3CCN(CC3)C)NC4=NC=CC(=N4)C5=CN=CC=C5. Cell line: CAKI-1. Synergy scores: CSS=14.3, Synergy_ZIP=-7.03, Synergy_Bliss=1.30, Synergy_Loewe=-14.7, Synergy_HSA=-3.98. (2) Drug 1: CC1=CC=C(C=C1)C2=CC(=NN2C3=CC=C(C=C3)S(=O)(=O)N)C(F)(F)F. Drug 2: C1CN1C2=NC(=NC(=N2)N3CC3)N4CC4. Cell line: UACC-257. Synergy scores: CSS=5.92, Synergy_ZIP=-1.99, Synergy_Bliss=-2.46, Synergy_Loewe=-11.5, Synergy_HSA=-6.04. (3) Drug 1: CC12CCC(CC1=CCC3C2CCC4(C3CC=C4C5=CN=CC=C5)C)O. Drug 2: CC(C)(C#N)C1=CC(=CC(=C1)CN2C=NC=N2)C(C)(C)C#N. Cell line: SNB-75. Synergy scores: CSS=2.33, Synergy_ZIP=-0.796, Synergy_Bliss=2.12, Synergy_Loewe=1.79, Synergy_HSA=1.79. (4) Drug 1: CC1C(C(=O)NC(C(=O)N2CCCC2C(=O)N(CC(=O)N(C(C(=O)O1)C(C)C)C)C)C(C)C)NC(=O)C3=C4C(=C(C=C3)C)OC5=C(C(=O)C(=C(C5=N4)C(=O)NC6C(OC(=O)C(N(C(=O)CN(C(=O)C7CCCN7C(=O)C(NC6=O)C(C)C)C)C)C(C)C)C)N)C. Drug 2: C1CNP(=O)(OC1)N(CCCl)CCCl. Cell line: NCIH23. Synergy scores: CSS=-0.283, Synergy_ZIP=2.94, Synergy_Bliss=5.11, Synergy_Loewe=-1.11, Synergy_HSA=-0.868. (5) Drug 1: CN1C2=C(C=C(C=C2)N(CCCl)CCCl)N=C1CCCC(=O)O.Cl. Drug 2: C1=NNC2=C1C(=O)NC=N2. Cell line: KM12. Synergy scores: CSS=4.18, Synergy_ZIP=-0.718, Synergy_Bliss=-0.987, Synergy_Loewe=-0.422, Synergy_HSA=-1.21.